The task is: Regression. Given a peptide amino acid sequence and an MHC pseudo amino acid sequence, predict their binding affinity value. This is MHC class I binding data.. This data is from Peptide-MHC class I binding affinity with 185,985 pairs from IEDB/IMGT. (1) The peptide sequence is VNSIQRRT. The MHC is H-2-Db with pseudo-sequence H-2-Db. The binding affinity (normalized) is 0. (2) The peptide sequence is VWLSVIWMM. The MHC is Patr-A0901 with pseudo-sequence Patr-A0901. The binding affinity (normalized) is 1.00. (3) The peptide sequence is VVSEIDLQW. The MHC is HLA-A23:01 with pseudo-sequence HLA-A23:01. The binding affinity (normalized) is 0.0847.